From a dataset of TCR-epitope binding with 47,182 pairs between 192 epitopes and 23,139 TCRs. Binary Classification. Given a T-cell receptor sequence (or CDR3 region) and an epitope sequence, predict whether binding occurs between them. (1) The epitope is RPHERNGFTVL. The TCR CDR3 sequence is CASSTGATGSNNEQFF. Result: 0 (the TCR does not bind to the epitope). (2) The epitope is FLNRFTTTL. The TCR CDR3 sequence is CASSLIADEQYF. Result: 0 (the TCR does not bind to the epitope). (3) The epitope is SFHSLHLLF. The TCR CDR3 sequence is CASSYHLAGIYNEQFF. Result: 1 (the TCR binds to the epitope). (4) The epitope is KRWIIMGLNK. The TCR CDR3 sequence is CASSLYYSRPNTEAFF. Result: 1 (the TCR binds to the epitope). (5) The TCR CDR3 sequence is CASSSSGTGYGYTF. The epitope is SSNVANYQK. Result: 0 (the TCR does not bind to the epitope). (6) The epitope is DPFRLLQNSQVFS. The TCR CDR3 sequence is CASSLGGYEQYF. Result: 0 (the TCR does not bind to the epitope). (7) The epitope is DRFYKTLRAEQASQEV. The TCR CDR3 sequence is CASSQGVAGAEQYF. Result: 0 (the TCR does not bind to the epitope).